Dataset: Full USPTO retrosynthesis dataset with 1.9M reactions from patents (1976-2016). Task: Predict the reactants needed to synthesize the given product. (1) Given the product [ClH:18].[NH2:1][C@H:2]([C:7]1[CH:12]=[CH:11][CH:10]=[C:9]([N+:13]([O-:15])=[O:14])[CH:8]=1)[CH2:3][C:4]([O:6][CH2:20][CH3:21])=[O:5], predict the reactants needed to synthesize it. The reactants are: [NH2:1][C@H:2]([C:7]1[CH:12]=[CH:11][CH:10]=[C:9]([N+:13]([O-:15])=[O:14])[CH:8]=1)[CH2:3][C:4]([OH:6])=[O:5].S(Cl)([Cl:18])=O.[CH2:20](O)[CH3:21].Cl. (2) Given the product [CH2:1]([O:3][C:4]([C:18]([OH:20])([CH3:19])[CH2:17][CH2:16][CH2:15][O:14][CH2:13][O:12][CH3:11])=[CH2:5])[CH3:2], predict the reactants needed to synthesize it. The reactants are: [CH:1]([O:3][CH2:4][CH3:5])=[CH2:2].C([Li])(C)(C)C.[CH3:11][O:12][CH2:13][O:14][CH2:15][CH2:16][CH2:17][C:18](=[O:20])[CH3:19]. (3) Given the product [Cl:20][C:21]1[CH:34]=[CH:33][C:32]([OH:35])=[CH:31][C:22]=1[CH2:23][N:24]1[CH2:29][CH2:28][N:27]([C:17]([C:14]2[N:13]3[CH:9]([C:6]4[CH:7]=[CH:8][C:3]([C:1]#[N:2])=[CH:4][CH:5]=4)[CH2:10][CH2:11][C:12]3=[N:16][CH:15]=2)=[O:18])[CH2:26][C:25]1=[O:30], predict the reactants needed to synthesize it. The reactants are: [C:1]([C:3]1[CH:8]=[CH:7][C:6]([CH:9]2[N:13]3[C:14]([CH:17]=[O:18])=[CH:15][N:16]=[C:12]3[CH2:11][CH2:10]2)=[CH:5][C:4]=1F)#[N:2].[Cl:20][C:21]1[CH:34]=[CH:33][C:32]([O:35][Si](C(C)(C)C)(C2C=CC=CC=2)C2C=CC=CC=2)=[CH:31][C:22]=1[CH2:23][N:24]1[CH2:29][CH2:28][NH:27][CH2:26][C:25]1=[O:30].C(O[BH-](OC(=O)C)OC(=O)C)(=O)C.[Na+].C([O-])(O)=O.[Na+]. (4) Given the product [CH2:2]([N:6]1[C:10]([CH3:11])=[C:9]([CH3:12])[S:8]/[C:7]/1=[CH:13]\[C:19]([O:18][C:14]([CH3:17])([CH3:16])[CH3:15])=[O:20])[CH2:3][CH2:4][CH3:5], predict the reactants needed to synthesize it. The reactants are: [I-].[CH2:2]([N+:6]1[C:10]([CH3:11])=[C:9]([CH3:12])[S:8][C:7]=1[CH3:13])[CH2:3][CH2:4][CH3:5].[C:14]([O:18][C:19](O[C:19]([O:18][C:14]([CH3:17])([CH3:16])[CH3:15])=[O:20])=[O:20])([CH3:17])([CH3:16])[CH3:15]. (5) Given the product [CH3:1][C:2]1[CH:6]=[C:5]([CH3:7])[N:4]([C:8]2[CH:9]=[C:10]([CH:25]=[CH:26][CH:27]=2)[O:11][C:12]2[CH:24]=[CH:23][C:22]3[C:21]4[C:16](=[CH:17][CH:18]=[CH:19][CH:20]=4)[N:15]([C:29]4[N:34]=[CH:33][CH:32]=[CH:31][N:30]=4)[C:14]=3[CH:13]=2)[N:3]=1, predict the reactants needed to synthesize it. The reactants are: [CH3:1][C:2]1[CH:6]=[C:5]([CH3:7])[N:4]([C:8]2[CH:9]=[C:10]([CH:25]=[CH:26][CH:27]=2)[O:11][C:12]2[CH:24]=[CH:23][C:22]3[C:21]4[C:16](=[CH:17][CH:18]=[CH:19][CH:20]=4)[NH:15][C:14]=3[CH:13]=2)[N:3]=1.Br[C:29]1[N:34]=[CH:33][CH:32]=[CH:31][N:30]=1.